Dataset: CYP2C9 inhibition data for predicting drug metabolism from PubChem BioAssay. Task: Regression/Classification. Given a drug SMILES string, predict its absorption, distribution, metabolism, or excretion properties. Task type varies by dataset: regression for continuous measurements (e.g., permeability, clearance, half-life) or binary classification for categorical outcomes (e.g., BBB penetration, CYP inhibition). Dataset: cyp2c9_veith. (1) The molecule is CCCC(O)(CCC)C(=O)NN(C(=O)Nc1csc2c1CCCC2)c1ccccc1. The result is 1 (inhibitor). (2) The molecule is c1ccc2c(CSCCc3ccncc3)cccc2c1. The result is 1 (inhibitor). (3) The compound is CNc1ncnc2c1ncn2[C@H]1C[C@@H](OP(=O)([O-])O)[C@H](COP(=O)([O-])O)O1. The result is 0 (non-inhibitor). (4) The compound is Nc1nc(N)[n+]([O-])c(N)c1NCO. The result is 0 (non-inhibitor). (5) The drug is Cc1nc(C(=O)Nc2ccc(Cl)cc2Cl)nn1-c1cc(OC(C)C)c(Cl)cc1Cl. The result is 1 (inhibitor). (6) The drug is CCOC(=O)N1CCC(NC(=O)CCC(=O)N2CCOc3ccccc32)CC1. The result is 0 (non-inhibitor). (7) The molecule is O=C(O)CN=C1NC2(CCCC2)Cc2ccccc21. The result is 0 (non-inhibitor).